This data is from Forward reaction prediction with 1.9M reactions from USPTO patents (1976-2016). The task is: Predict the product of the given reaction. (1) Given the reactants Br[C:2]1[CH:3]=[N:4][C:5]([N:8]2[CH2:13][CH2:12][CH:11]([O:14][CH:15]3[CH2:20][CH2:19][CH2:18][CH2:17][CH2:16]3)[CH2:10][CH2:9]2)=[N:6][CH:7]=1.[B:21](OC(C)C)([O:26]C(C)C)[O:22]C(C)C.CO.Cl, predict the reaction product. The product is: [CH:15]1([O:14][CH:11]2[CH2:12][CH2:13][N:8]([C:5]3[N:4]=[CH:3][C:2]([B:21]([OH:26])[OH:22])=[CH:7][N:6]=3)[CH2:9][CH2:10]2)[CH2:20][CH2:19][CH2:18][CH2:17][CH2:16]1. (2) The product is: [Br:1][C:2]1[CH:3]=[C:4]([CH2:8][N:9]([CH:16]([CH3:18])[CH3:17])[S:10]([CH2:13][CH3:14])(=[O:11])=[O:12])[CH:5]=[N:6][CH:7]=1. Given the reactants [Br:1][C:2]1[CH:3]=[C:4]([CH2:8][NH:9][S:10]([CH2:13][CH3:14])(=[O:12])=[O:11])[CH:5]=[N:6][CH:7]=1.I[CH:16]([CH3:18])[CH3:17].[H-].[Na+], predict the reaction product. (3) Given the reactants [CH3:1][C:2]1[CH:7]=[CH:6][CH:5]=[CH:4][C:3]=1[C:8]1[C:9]2[CH:16]=[C:15]([CH2:17][O:18][C:19]3[N:24]=[CH:23][C:22]([CH:25]([C:32]#[C:33][CH3:34])[CH2:26][C:27]([O:29]CC)=[O:28])=[CH:21][CH:20]=3)[CH:14]=[CH:13][C:10]=2[S:11][CH:12]=1.[Li+].[OH-].Cl, predict the reaction product. The product is: [CH3:1][C:2]1[CH:7]=[CH:6][CH:5]=[CH:4][C:3]=1[C:8]1[C:9]2[CH:16]=[C:15]([CH2:17][O:18][C:19]3[N:24]=[CH:23][C:22]([CH:25]([C:32]#[C:33][CH3:34])[CH2:26][C:27]([OH:29])=[O:28])=[CH:21][CH:20]=3)[CH:14]=[CH:13][C:10]=2[S:11][CH:12]=1. (4) Given the reactants [Cl:1][C:2]1[CH:7]=[C:6]([O:8][CH2:9][CH:10]=[C:11]([Cl:13])[Cl:12])[CH:5]=[C:4]([Cl:14])[C:3]=1[OH:15].C(=O)([O-])[O-].[K+].[K+].[C:22]([O:26][N:27]=[C:28]([CH2:41][CH3:42])[CH2:29][O:30][CH2:31][CH2:32][CH2:33][CH2:34][CH2:35]OS(C)(=O)=O)([CH3:25])([CH3:24])[CH3:23].Cl, predict the reaction product. The product is: [C:22]([O:26][N:27]=[C:28]([CH2:41][CH3:42])[CH2:29][O:30][CH2:31][CH2:32][CH2:33][CH2:34][CH2:35][O:15][C:3]1[C:2]([Cl:1])=[CH:7][C:6]([O:8][CH2:9][CH:10]=[C:11]([Cl:13])[Cl:12])=[CH:5][C:4]=1[Cl:14])([CH3:25])([CH3:24])[CH3:23]. (5) Given the reactants [CH3:1][C:2]1[CH:3]=[CH:4][C:5]2[O:10][CH2:9][C:8](=[O:11])[NH:7][C:6]=2[CH:12]=1.[H-].[Na+].FC1C=C2C(C=CC(=O)N2CCN2CCC(NCC3C=CC4OCC(=O)NC=4N=3)CC2)=CC=1.COC1C=C2C(C=CC(=O)N2[CH2:60][CH2:61][N:62]2[CH2:67][CH2:66][CH:65]([NH:68][C:69](=[O:75])[O:70][C:71]([CH3:74])([CH3:73])[CH3:72])[CH2:64][CH2:63]2)=CC=1, predict the reaction product. The product is: [CH3:1][C:2]1[CH:3]=[CH:4][C:5]2[O:10][CH2:9][C:8](=[O:11])[N:7]([CH2:60][CH2:61][N:62]3[CH2:67][CH2:66][CH:65]([NH:68][C:69](=[O:75])[O:70][C:71]([CH3:74])([CH3:73])[CH3:72])[CH2:64][CH2:63]3)[C:6]=2[CH:12]=1. (6) Given the reactants Cl[C:2]1[C:11]2[C:6](=[CH:7][C:8]([OH:30])=[C:9]([C:12]3[N:13]=[N:14][C:15]([N:18]([CH3:29])[CH:19]4[CH2:24][C:23]([CH3:26])([CH3:25])[NH:22][C:21]([CH3:28])([CH3:27])[CH2:20]4)=[CH:16][CH:17]=3)[CH:10]=2)[N:5]=[C:4]([CH3:31])[CH:3]=1.[CH3:32][N:33]1C(=O)CCC1, predict the reaction product. The product is: [OH:30][C:8]1[CH:7]=[C:6]2[C:11]([C:2]([C:32]#[N:33])=[CH:3][C:4]([CH3:31])=[N:5]2)=[CH:10][C:9]=1[C:12]1[N:13]=[N:14][C:15]([N:18]([CH3:29])[CH:19]2[CH2:20][C:21]([CH3:28])([CH3:27])[NH:22][C:23]([CH3:25])([CH3:26])[CH2:24]2)=[CH:16][CH:17]=1. (7) Given the reactants [Cl:1][C:2]1[CH:3]=[CH:4][C:5]2[N:11]3[CH:12]=[CH:13][N:14]=[C:10]3[C@@H:9]([CH2:15][CH2:16][N:17]3[CH:21]=[C:20]([CH2:22]O)[CH:19]=[N:18]3)[O:8][C@H:7]([C:24]3[CH:29]=[CH:28][CH:27]=[C:26]([O:30][CH3:31])[C:25]=3[O:32][CH3:33])[C:6]=2[CH:34]=1.C(Br)(Br)(Br)Br.C1(P(C2C=CC=CC=2)C2C=CC=CC=2)C=CC=CC=1.[C-:59]#[N:60].[Na+], predict the reaction product. The product is: [Cl:1][C:2]1[CH:3]=[CH:4][C:5]2[N:11]3[CH:12]=[CH:13][N:14]=[C:10]3[C@@H:9]([CH2:15][CH2:16][N:17]3[CH:21]=[C:20]([CH2:22][C:59]#[N:60])[CH:19]=[N:18]3)[O:8][C@H:7]([C:24]3[CH:29]=[CH:28][CH:27]=[C:26]([O:30][CH3:31])[C:25]=3[O:32][CH3:33])[C:6]=2[CH:34]=1. (8) Given the reactants [C:1]([N:8]1[CH:12]=[CH:11]N=C1)(N1C=CN=C1)=[O:2].[NH2:13][C:14]1[C:22]([NH2:23])=[CH:21][CH:20]=[CH:19][C:15]=1[C:16]([NH2:18])=[O:17].[CH3:24][N:25]([CH3:28])C=O, predict the reaction product. The product is: [NH2:13][C:14]1[C:15]([C:16](=[O:17])[NH2:18])=[CH:19][CH:20]=[CH:21][C:22]=1[NH:23][C:16](=[O:17])[C:15]1[CH:14]=[CH:22][C:24]([C:11]2[O:2][CH:1]=[N:8][CH:12]=2)=[N:25][CH:28]=1. (9) Given the reactants Br/[CH:2]=[CH:3]/[C:4]1[S:5][C:6]2[CH:12]=[C:11]([O:13][Si:14]([C:17]([CH3:20])([CH3:19])[CH3:18])([CH3:16])[CH3:15])[CH:10]=[CH:9][C:7]=2[N:8]=1.[NH2:21][C:22]1[CH:27]=[CH:26][C:25]([C:28]#[CH:29])=[CH:24][N:23]=1.C1COCC1.C(N(CC)CC)C, predict the reaction product. The product is: [Si:14]([O:13][C:11]1[CH:10]=[CH:9][C:7]2[N:8]=[C:4](/[CH:3]=[CH:2]/[C:29]#[C:28][C:25]3[CH:26]=[CH:27][C:22]([NH2:21])=[N:23][CH:24]=3)[S:5][C:6]=2[CH:12]=1)([C:17]([CH3:20])([CH3:19])[CH3:18])([CH3:16])[CH3:15]. (10) Given the reactants F[P-](F)(F)(F)(F)F.N1(OC(N(C)C)=[N+](C)C)C2N=CC=CC=2N=N1.[O:25]1[C:30]2([CH2:35][CH2:34][N:33]([CH2:36][C:37]3[CH:38]=[C:39]([CH2:44][CH2:45][OH:46])[CH:40]=[C:41]([F:43])[CH:42]=3)[CH2:32][CH2:31]2)[CH2:29][NH:28][CH2:27][CH2:26]1.[CH:47]1([C:51]2[S:52][CH:53]=[C:54]([C:56](O)=[O:57])[N:55]=2)[CH2:50][CH2:49][CH2:48]1.C(N(CC)CC)C, predict the reaction product. The product is: [CH:47]1([C:51]2[S:52][CH:53]=[C:54]([C:56]([N:28]3[CH2:29][C:30]4([CH2:35][CH2:34][N:33]([CH2:36][C:37]5[CH:38]=[C:39]([CH2:44][CH2:45][OH:46])[CH:40]=[C:41]([F:43])[CH:42]=5)[CH2:32][CH2:31]4)[O:25][CH2:26][CH2:27]3)=[O:57])[N:55]=2)[CH2:48][CH2:49][CH2:50]1.